Dataset: Forward reaction prediction with 1.9M reactions from USPTO patents (1976-2016). Task: Predict the product of the given reaction. Given the reactants [Br:1][C:2]1C=C[S:4][C:3]=1C(O)=O.Cl.C(N=C=N[CH2:16][CH2:17][CH2:18][N:19](C)C)C.O.[OH:23]N1C2C=CC=CC=2N=N1.O, predict the reaction product. The product is: [Br:1][C:2]1[CH:16]=[C:17]([C:18]([NH2:19])=[O:23])[S:4][CH:3]=1.